This data is from Forward reaction prediction with 1.9M reactions from USPTO patents (1976-2016). The task is: Predict the product of the given reaction. (1) Given the reactants [C:1]([O:5][C:6](=[O:27])[CH2:7][N:8]([CH:14]([C:21]1[CH:26]=[CH:25][CH:24]=[CH:23][CH:22]=1)[C:15]1[CH:20]=[CH:19][CH:18]=[CH:17][CH:16]=1)[CH2:9][CH:10](O)[CH2:11][CH3:12])([CH3:4])([CH3:3])[CH3:2].O=S(Cl)[Cl:30], predict the reaction product. The product is: [C:1]([O:5][C:6](=[O:27])[CH2:7][N:8]([CH:14]([C:21]1[CH:26]=[CH:25][CH:24]=[CH:23][CH:22]=1)[C:15]1[CH:20]=[CH:19][CH:18]=[CH:17][CH:16]=1)[CH2:9][CH:10]([Cl:30])[CH2:11][CH3:12])([CH3:4])([CH3:3])[CH3:2]. (2) Given the reactants [NH2-].[Li+].[Cl:3][C:4]1[CH:5]=[C:6]([CH2:11][CH2:12][C:13]2[CH:18]=[CH:17][C:16]([NH2:19])=[CH:15][CH:14]=2)[CH:7]=[CH:8][C:9]=1[Cl:10].F[C:21]1[CH:29]=[CH:28][CH:27]=[CH:26][C:22]=1[C:23]([OH:25])=[O:24], predict the reaction product. The product is: [Cl:3][C:4]1[CH:5]=[C:6]([CH2:11][CH2:12][C:13]2[CH:14]=[CH:15][C:16]([NH:19][C:21]3[CH:29]=[CH:28][CH:27]=[CH:26][C:22]=3[C:23]([OH:25])=[O:24])=[CH:17][CH:18]=2)[CH:7]=[CH:8][C:9]=1[Cl:10].